Task: Predict the product of the given reaction.. Dataset: Forward reaction prediction with 1.9M reactions from USPTO patents (1976-2016) (1) Given the reactants C[O:2][C:3](=[O:20])[C:4]1[CH:9]=[CH:8][C:7]([CH2:10][C:11]2([F:19])[CH2:18][CH2:17][CH2:16][CH2:15][CH2:14][C:13]#[C:12]2)=[CH:6][CH:5]=1.[Li+].[OH-], predict the reaction product. The product is: [F:19][C:11]1([CH2:10][C:7]2[CH:6]=[CH:5][C:4]([C:3]([OH:20])=[O:2])=[CH:9][CH:8]=2)[CH2:18][CH2:17][CH2:16][CH2:15][CH2:14][C:13]#[C:12]1. (2) Given the reactants Br[CH2:2][C:3]1[N:8]=[C:7]([C:9]2[CH:14]=[CH:13][CH:12]=[CH:11][CH:10]=2)[N:6]=[C:5]([C:15]([O:17][CH3:18])=[O:16])[CH:4]=1.CCN(C(C)C)C(C)C.[NH:28]1[CH2:33][CH2:32][O:31][CH2:30][CH2:29]1, predict the reaction product. The product is: [O:31]1[CH2:32][CH2:33][N:28]([CH2:2][C:3]2[N:8]=[C:7]([C:9]3[CH:14]=[CH:13][CH:12]=[CH:11][CH:10]=3)[N:6]=[C:5]([C:15]([O:17][CH3:18])=[O:16])[CH:4]=2)[CH2:29][CH2:30]1. (3) Given the reactants [Cl:1][C:2]1[CH:10]=[CH:9][CH:8]=[C:7]2[C:3]=1[CH2:4][CH2:5][N:6]2[C:11]1[N:12]=[C:13]([C:16]([N:18]2[CH2:23][C@@H:22]([CH3:24])[O:21][C@@H:20]([CH3:25])[CH2:19]2)=[O:17])[S:14][CH:15]=1.BrC1N=C(C(N2C[C@@H](C)O[C@@H](C)C2)=O)SC=1.Br[C:43]1[CH:48]=[CH:47][C:46]([S:49]([NH2:52])(=[O:51])=[O:50])=[CH:45][CH:44]=1.C([O-])(=O)C.[K+], predict the reaction product. The product is: [Cl:1][C:2]1[CH:10]=[CH:9][CH:8]=[C:7]2[C:3]=1[CH2:4][CH2:5][N:6]2[C:11]1[N:12]=[C:13]([C:16]([N:18]2[CH2:23][C@H:22]([CH3:24])[O:21][C@H:20]([CH3:25])[CH2:19]2)=[O:17])[S:14][C:15]=1[C:43]1[CH:48]=[CH:47][C:46]([S:49]([NH2:52])(=[O:51])=[O:50])=[CH:45][CH:44]=1. (4) Given the reactants N1C=CN=C1.[Br:6][C:7]1[CH:15]=[C:14]2[C:10]([CH2:11][CH2:12]/[C:13]/2=[N:16]/[OH:17])=[CH:9][CH:8]=1.[CH:18]([Si:21](Cl)([CH:25]([CH3:27])[CH3:26])[CH:22]([CH3:24])[CH3:23])([CH3:20])[CH3:19], predict the reaction product. The product is: [CH:18]([Si:21]([CH:25]([CH3:27])[CH3:26])([CH:22]([CH3:24])[CH3:23])[O:17]/[N:16]=[C:13]1/[CH2:12][CH2:11][C:10]2[C:14]/1=[CH:15][C:7]([Br:6])=[CH:8][CH:9]=2)([CH3:20])[CH3:19]. (5) Given the reactants [Cl:1][C:2]1[CH:7]=[CH:6][CH:5]=[C:4]([Cl:8])[C:3]=1[C:9]1[CH:19]=[C:18]([CH3:20])[C:12]2[N:13]=[C:14]([NH2:17])[N:15]=[N:16][C:11]=2[CH:10]=1.Br[C:22]1[CH:27]=[CH:26][C:25]([S:28]([NH:31][CH2:32][CH2:33][N:34]2[CH2:38][CH2:37][CH2:36][CH2:35]2)(=[O:30])=[O:29])=[CH:24][CH:23]=1.C(=O)([O-])[O-].[Cs+].[Cs+].C1(P(C2C=CC=CC=2)C2C3OC4C(=CC=CC=4P(C4C=CC=CC=4)C4C=CC=CC=4)C(C)(C)C=3C=CC=2)C=CC=CC=1, predict the reaction product. The product is: [ClH:1].[Cl:1][C:2]1[CH:7]=[CH:6][CH:5]=[C:4]([Cl:8])[C:3]=1[C:9]1[CH:19]=[C:18]([CH3:20])[C:12]2[N:13]=[C:14]([NH:17][C:22]3[CH:27]=[CH:26][C:25]([S:28]([NH:31][CH2:32][CH2:33][N:34]4[CH2:35][CH2:36][CH2:37][CH2:38]4)(=[O:30])=[O:29])=[CH:24][CH:23]=3)[N:15]=[N:16][C:11]=2[CH:10]=1. (6) Given the reactants [CH3:1][O:2][C:3](=[O:18])[C:4]1[CH:9]=[CH:8][C:7]([C:10]2[CH:15]=[CH:14][CH:13]=[CH:12][N:11]=2)=[CH:6][C:5]=1[O:16][CH3:17], predict the reaction product. The product is: [CH3:1][O:2][C:3](=[O:18])[C:4]1[CH:9]=[CH:8][C:7]([CH:10]2[CH2:15][CH2:14][CH2:13][CH2:12][NH:11]2)=[CH:6][C:5]=1[O:16][CH3:17]. (7) Given the reactants [Br:1][C:2]1[CH:8]=[CH:7][C:5]([NH2:6])=[C:4]([N+:9]([O-:11])=[O:10])[CH:3]=1.[CH3:12][C:13]([O:16][C:17](O[C:17]([O:16][C:13]([CH3:15])([CH3:14])[CH3:12])=[O:18])=[O:18])([CH3:15])[CH3:14].CCOC(C)=O, predict the reaction product. The product is: [Br:1][C:2]1[CH:8]=[CH:7][C:5]([NH:6][C:17](=[O:18])[O:16][C:13]([CH3:15])([CH3:14])[CH3:12])=[C:4]([N+:9]([O-:11])=[O:10])[CH:3]=1. (8) Given the reactants Cl[CH2:2][C:3]1[O:7][N:6]=[C:5]([C:8]2[CH:13]=[CH:12][CH:11]=[C:10]([F:14])[CH:9]=2)[N:4]=1.[CH3:15][C:16]1[S:17][C:18]2[CH:24]=[CH:23][C:22]([O:25][CH2:26][C@H:27]([OH:35])[CH2:28][N:29]3[CH2:34][CH2:33][NH:32][CH2:31][CH2:30]3)=[CH:21][C:19]=2[N:20]=1.C(N(C(C)C)CC)(C)C, predict the reaction product. The product is: [F:14][C:10]1[CH:9]=[C:8]([C:5]2[N:4]=[C:3]([CH2:2][N:32]3[CH2:33][CH2:34][N:29]([CH2:28][C@@H:27]([OH:35])[CH2:26][O:25][C:22]4[CH:23]=[CH:24][C:18]5[S:17][C:16]([CH3:15])=[N:20][C:19]=5[CH:21]=4)[CH2:30][CH2:31]3)[O:7][N:6]=2)[CH:13]=[CH:12][CH:11]=1. (9) Given the reactants [NH2:1][C:2]1[CH:3]=[C:4]2[C:8](=[CH:9][CH:10]=1)[NH:7][CH:6]=[C:5]2[C:11](=[O:19])[C:12]([N:14]([CH2:17][CH3:18])[CH2:15][CH3:16])=[O:13].[Cl:20][C:21]1[N:22]=[C:23]2[N:27]([C:28]=1[S:29](Cl)(=[O:31])=[O:30])[CH:26]=[CH:25][S:24]2, predict the reaction product. The product is: [Cl:20][C:21]1[N:22]=[C:23]2[N:27]([C:28]=1[S:29]([NH:1][C:2]1[CH:3]=[C:4]3[C:8](=[CH:9][CH:10]=1)[NH:7][CH:6]=[C:5]3[C:11](=[O:19])[C:12]([N:14]([CH2:17][CH3:18])[CH2:15][CH3:16])=[O:13])(=[O:31])=[O:30])[CH:26]=[CH:25][S:24]2. (10) Given the reactants [C:1]([O:5][C:6](=[O:20])[CH2:7][N:8]1[CH:12]=[CH:11][C:10]([C:13]2[CH:14]=[N:15][C:16]([NH2:19])=[N:17][CH:18]=2)=[N:9]1)([CH3:4])([CH3:3])[CH3:2].Cl[CH:22]([C:32]1([C:35]2[CH:36]=[C:37]3[C:42](=[CH:43][CH:44]=2)[N:41]=[CH:40][CH:39]=[CH:38]3)[CH2:34][CH2:33]1)[CH:23](N1C(=O)CCC1=O)O, predict the reaction product. The product is: [C:1]([O:5][C:6](=[O:20])[CH2:7][N:8]1[CH:12]=[CH:11][C:10]([C:13]2[CH:14]=[N:15][C:16]3[N:17]([C:22]([C:32]4([C:35]5[CH:36]=[C:37]6[C:42](=[CH:43][CH:44]=5)[N:41]=[CH:40][CH:39]=[CH:38]6)[CH2:34][CH2:33]4)=[CH:23][N:19]=3)[CH:18]=2)=[N:9]1)([CH3:4])([CH3:2])[CH3:3].